This data is from Blood-brain barrier permeability regression values from the B3DB database. The task is: Regression/Classification. Given a drug SMILES string, predict its absorption, distribution, metabolism, or excretion properties. Task type varies by dataset: regression for continuous measurements (e.g., permeability, clearance, half-life) or binary classification for categorical outcomes (e.g., BBB penetration, CYP inhibition). For this dataset (b3db_regression), we predict Y. (1) The molecule is [Ne]. The Y is 0.200 log(BB ratio). (2) The drug is CNCCC=C1C2=CC=CC=C2CCC3=CC=CC=C31. The Y is 1.04 log(BB ratio). (3) The molecule is CC1CCN(CC1)C(=O)C2=CC3=C(C=C2)N(C4=C3CN(CC4)CC5CC5)CC=C. The Y is -0.130 log(BB ratio). (4) The compound is C1C2CNCC1C3=CC=CC(=O)N3C2. The Y is -1.09 log(BB ratio). (5) The compound is CCC1(CC(C2=C(C1O)C(=C3C(=C2O)C(=O)C4=C(C3=O)C=CC=C4O)O)OC5CC(C(C(O5)C)O)N6CCOCC6)O. The Y is 0.560 log(BB ratio). (6) The compound is C1CN(CCN1)C2=C(C=CC3=C2C=CN3S(=O)(=O)C4=CC(=CC=C4)Cl)Cl. The Y is 0.480 log(BB ratio). (7) The compound is CC1COC2=C3N1C=C(C(=O)C3=CC(=C2N4CCN(CC4)C)F)C(=O)O. The Y is -0.760 log(BB ratio).